From a dataset of Full USPTO retrosynthesis dataset with 1.9M reactions from patents (1976-2016). Predict the reactants needed to synthesize the given product. Given the product [Br:28][C:29]1[CH:34]=[C:33]([N:8]2[C:9](=[O:26])[C:10]([CH2:11][C:12]3[CH:17]=[CH:16][C:15]([C:18]4[C:19]([C:24]#[N:25])=[CH:20][CH:21]=[CH:22][CH:23]=4)=[CH:14][CH:13]=3)=[C:5]([CH2:1][CH2:2][CH2:3][CH3:4])[N:6]=[C:7]2[CH3:27])[CH:32]=[CH:31][CH:30]=1, predict the reactants needed to synthesize it. The reactants are: [CH2:1]([C:5]1[N:6]=[C:7]([CH3:27])[NH:8][C:9](=[O:26])[C:10]=1[CH2:11][C:12]1[CH:17]=[CH:16][C:15]([C:18]2[C:19]([C:24]#[N:25])=[CH:20][CH:21]=[CH:22][CH:23]=2)=[CH:14][CH:13]=1)[CH2:2][CH2:3][CH3:4].[Br:28][C:29]1[CH:30]=[C:31](B(O)O)[CH:32]=[CH:33][CH:34]=1.C(N(CC)CC)C.N1C=CC=CC=1.